This data is from Full USPTO retrosynthesis dataset with 1.9M reactions from patents (1976-2016). The task is: Predict the reactants needed to synthesize the given product. (1) The reactants are: [F:1][C:2]1[CH:3]=[C:4]([C:27]2[C:28]([C:33]#[N:34])=[CH:29][CH:30]=[CH:31][CH:32]=2)[CH:5]=[CH:6][C:7]=1[CH2:8][C:9]1[C:14](=[O:15])[N:13]([C:16]2[CH:21]=[CH:20][C:19]([OH:22])=[CH:18][CH:17]=2)[C:12]([CH3:23])=[N:11][C:10]=1[CH2:24][CH2:25][CH3:26].[C:35](OC=C)(=O)[CH3:36].C(=O)([O-])[O-].[Na+].[Na+].C1(C)C=CC=CC=1. Given the product [F:1][C:2]1[CH:3]=[C:4]([C:27]2[C:28]([C:33]#[N:34])=[CH:29][CH:30]=[CH:31][CH:32]=2)[CH:5]=[CH:6][C:7]=1[CH2:8][C:9]1[C:14](=[O:15])[N:13]([C:16]2[CH:21]=[CH:20][C:19]([O:22][CH:35]=[CH2:36])=[CH:18][CH:17]=2)[C:12]([CH3:23])=[N:11][C:10]=1[CH2:24][CH2:25][CH3:26], predict the reactants needed to synthesize it. (2) Given the product [CH3:1][O:2][C:3]1[CH:4]=[C:5]2[C:10]([CH:9]=[C:8]([C:28]3[C:33]([N+:34]([O-:36])=[O:35])=[CH:32][CH:31]=[CH:30][C:29]=3[CH3:37])[CH2:7][CH2:6]2)=[CH:11][CH:12]=1, predict the reactants needed to synthesize it. The reactants are: [CH3:1][O:2][C:3]1[CH:4]=[C:5]2[C:10](=[CH:11][CH:12]=1)[C:9](=O)[CH2:8][CH2:7][CH2:6]2.BrC1CCC2C(C=1)=CC=C(OC)C=2.Br[C:28]1[C:33]([N+:34]([O-:36])=[O:35])=[CH:32][CH:31]=[CH:30][C:29]=1[CH3:37]. (3) Given the product [CH3:15][S:12]([C:9]1[CH:8]=[CH:7][C:6]([NH:5][C:4]2[N:3]=[C:1]([NH2:2])[NH:19][N:18]=2)=[CH:11][CH:10]=1)(=[O:13])=[O:14], predict the reactants needed to synthesize it. The reactants are: [C:1](/[N:3]=[C:4](\SC)/[NH:5][C:6]1[CH:11]=[CH:10][C:9]([S:12]([CH3:15])(=[O:14])=[O:13])=[CH:8][CH:7]=1)#[N:2].[NH2:18][NH2:19].